From a dataset of Catalyst prediction with 721,799 reactions and 888 catalyst types from USPTO. Predict which catalyst facilitates the given reaction. (1) Reactant: [NH2:1][CH2:2][CH2:3][CH2:4][CH2:5][C:6]1[N:7]([CH2:28][CH2:29][O:30][C:31]2[CH:36]=[CH:35][CH:34]=[CH:33][CH:32]=2)[C:8]2[C:17]3[CH:16]=[CH:15][C:14]([O:18][CH2:19][C:20]4[CH:25]=[CH:24][CH:23]=[CH:22][CH:21]=4)=[CH:13][C:12]=3[N:11]=[C:10]([NH2:26])[C:9]=2[N:27]=1.[C:37]1([N:43]=[C:44]=[O:45])[CH:42]=[CH:41][CH:40]=[CH:39][CH:38]=1. Product: [NH2:26][C:10]1[C:9]2[N:27]=[C:6]([CH2:5][CH2:4][CH2:3][CH2:2][NH:1][C:44]([NH:43][C:37]3[CH:42]=[CH:41][CH:40]=[CH:39][CH:38]=3)=[O:45])[N:7]([CH2:28][CH2:29][O:30][C:31]3[CH:32]=[CH:33][CH:34]=[CH:35][CH:36]=3)[C:8]=2[C:17]2[CH:16]=[CH:15][C:14]([O:18][CH2:19][C:20]3[CH:25]=[CH:24][CH:23]=[CH:22][CH:21]=3)=[CH:13][C:12]=2[N:11]=1. The catalyst class is: 17. (2) Reactant: Cl.Cl.[Cl:3][C:4]1[C:13]2[C:8](=[CH:9][C:10]([S:14]([N:17]([CH2:26][CH2:27][N:28]([CH3:30])[CH3:29])[C:18]3([C:23]([OH:25])=O)[CH2:22][CH2:21][CH2:20][CH2:19]3)(=[O:16])=[O:15])=[CH:11][CH:12]=2)[C:7]([NH:31][C:32]([NH2:34])=[NH:33])=[N:6][CH:5]=1.C(Cl)(=O)C([Cl:38])=O.[CH3:41][NH:42][CH2:43][CH2:44][OH:45]. Product: [ClH:3].[ClH:38].[Cl:3][C:4]1[C:13]2[C:8](=[CH:9][C:10]([S:14]([N:17]([CH2:26][CH2:27][N:28]([CH3:30])[CH3:29])[C:18]3([C:23]([N:42]([CH2:43][CH2:44][OH:45])[CH3:41])=[O:25])[CH2:22][CH2:21][CH2:20][CH2:19]3)(=[O:16])=[O:15])=[CH:11][CH:12]=2)[C:7]([NH:31][C:32]([NH2:34])=[NH:33])=[N:6][CH:5]=1. The catalyst class is: 85. (3) Reactant: C[O:2][C:3](=O)[C@H:4]([CH2:19][C:20]1[CH:25]=[CH:24][CH:23]=[CH:22][CH:21]=1)[N:5]=[C:6]([C:13]1[CH:18]=[CH:17][CH:16]=[CH:15][CH:14]=1)[C:7]1[CH:12]=[CH:11][CH:10]=[CH:9][CH:8]=1.Br[CH2:28][Cl:29].CCCCCC.C([Li])CCC.[Cl-].[NH4+]. Product: [Cl:29][CH2:28][C:3](=[O:2])[C@@H:4]([N:5]=[C:6]([C:13]1[CH:18]=[CH:17][CH:16]=[CH:15][CH:14]=1)[C:7]1[CH:12]=[CH:11][CH:10]=[CH:9][CH:8]=1)[CH2:19][C:20]1[CH:21]=[CH:22][CH:23]=[CH:24][CH:25]=1. The catalyst class is: 7. (4) Reactant: C([N:8]1[CH2:13][CH2:12][C:11]([C:17]2[CH:18]=[N:19][CH:20]=[CH:21][CH:22]=2)([N:14]([CH3:16])[CH3:15])[CH2:10][CH2:9]1)C1C=CC=CC=1.C(O)(=O)C. Product: [CH3:15][N:14]([CH3:16])[C:11]1([C:17]2[CH:18]=[N:19][CH:20]=[CH:21][CH:22]=2)[CH2:12][CH2:13][NH:8][CH2:9][CH2:10]1. The catalyst class is: 293. (5) Reactant: [CH3:1][N:2]([C@@H:23]([C:25]1[CH:30]=[CH:29][CH:28]=[CH:27][CH:26]=1)[CH3:24])[C:3]([C:5]1[N:6]=[C:7]([CH:10]2[CH2:15][CH2:14][N:13](C(OC(C)(C)C)=O)[CH2:12][CH2:11]2)[S:8][CH:9]=1)=[O:4].[ClH:31]. Product: [ClH:31].[CH3:1][N:2]([C@@H:23]([C:25]1[CH:26]=[CH:27][CH:28]=[CH:29][CH:30]=1)[CH3:24])[C:3]([C:5]1[N:6]=[C:7]([CH:10]2[CH2:15][CH2:14][NH:13][CH2:12][CH2:11]2)[S:8][CH:9]=1)=[O:4]. The catalyst class is: 27. (6) Reactant: C([O-])([O-])=O.[K+].[K+].[Br:7][C:8]1[CH:9]=[C:10]([C:14]#[C:15][Si](C)(C)C)[CH:11]=[CH:12][CH:13]=1. Product: [Br:7][C:8]1[CH:13]=[CH:12][CH:11]=[C:10]([C:14]#[CH:15])[CH:9]=1. The catalyst class is: 5. (7) The catalyst class is: 245. Reactant: [CH2:1]([CH:4]([C:8]1[N:13]2[N:14]=[C:15]([CH3:17])[CH:16]=[C:12]2[N:11]=[C:10]([CH3:18])[CH:9]=1)[CH2:5][CH2:6][CH3:7])[CH2:2][CH3:3].[I:19]N1C(=O)CCC1=O. Product: [CH2:1]([CH:4]([C:8]1[N:13]2[N:14]=[C:15]([CH3:17])[C:16]([I:19])=[C:12]2[N:11]=[C:10]([CH3:18])[CH:9]=1)[CH2:5][CH2:6][CH3:7])[CH2:2][CH3:3]. (8) Reactant: [CH3:1][O:2][C:3]1[C:4]2[N:5]([C:11]([C:32]3[CH:37]=[CH:36][CH:35]=[CH:34][CH:33]=3)=[C:12]([C:14]3[CH:19]=[CH:18][C:17]([C:20]4([NH:24]C(=O)OC(C)(C)C)[CH2:23][CH2:22][CH2:21]4)=[CH:16][CH:15]=3)[N:13]=2)[N:6]=[C:7]([CH:9]=[CH2:10])[CH:8]=1.FC(F)(F)S(O)(=O)=O.[OH-].[Na+]. Product: [CH3:1][O:2][C:3]1[C:4]2[N:5]([C:11]([C:32]3[CH:37]=[CH:36][CH:35]=[CH:34][CH:33]=3)=[C:12]([C:14]3[CH:19]=[CH:18][C:17]([C:20]4([NH2:24])[CH2:23][CH2:22][CH2:21]4)=[CH:16][CH:15]=3)[N:13]=2)[N:6]=[C:7]([CH:9]=[CH2:10])[CH:8]=1. The catalyst class is: 12. (9) Reactant: [Cl:1][C:2]1[CH:7]=[C:6]2[NH:8][C:9](=[O:40])[C:10]3([CH:15]([C:16]4[CH:21]=[C:20]([Cl:22])[CH:19]=[CH:18][C:17]=4[O:23][C:24]([C:27]([O:29][CH3:30])=[O:28])([CH3:26])[CH3:25])[CH2:14][C:13](=O)[NH:12][CH:11]3[C:32]3[CH:37]=[C:36]([F:38])[CH:35]=[CH:34][C:33]=3[CH3:39])[C:5]2=[CH:4][CH:3]=1.COC1C=CC(P2(SP(C3C=CC(OC)=CC=3)(=S)S2)=[S:50])=CC=1. Product: [Cl:1][C:2]1[CH:7]=[C:6]2[NH:8][C:9](=[O:40])[C:10]3([CH:15]([C:16]4[CH:21]=[C:20]([Cl:22])[CH:19]=[CH:18][C:17]=4[O:23][C:24]([C:27]([O:29][CH3:30])=[O:28])([CH3:26])[CH3:25])[CH2:14][C:13](=[S:50])[NH:12][CH:11]3[C:32]3[CH:37]=[C:36]([F:38])[CH:35]=[CH:34][C:33]=3[CH3:39])[C:5]2=[CH:4][CH:3]=1. The catalyst class is: 1.